Dataset: Full USPTO retrosynthesis dataset with 1.9M reactions from patents (1976-2016). Task: Predict the reactants needed to synthesize the given product. (1) Given the product [CH3:27][C:26]1([CH3:28])[C:25]2[C:20](=[CH:21][CH:22]=[CH:23][CH:24]=2)[N:19]([CH2:2][C:3]2[CH:8]=[CH:7][C:6]([C:9]3[CH:14]=[CH:13][C:12]([CH2:15][N:19]4[C:20]5[C:25](=[CH:24][CH:23]=[CH:22][CH:21]=5)[C:26]([CH3:27])([CH3:28])[C:18]4=[CH2:17])=[CH:11][CH:10]=3)=[CH:5][CH:4]=2)[C:18]1=[CH2:17], predict the reactants needed to synthesize it. The reactants are: Br[CH2:2][C:3]1[CH:8]=[CH:7][C:6]([C:9]2[CH:14]=[CH:13][C:12]([CH2:15]Br)=[CH:11][CH:10]=2)=[CH:5][CH:4]=1.[CH3:17][C:18]1[C:26]([CH3:28])([CH3:27])[C:25]2[C:20](=[CH:21][CH:22]=[CH:23][CH:24]=2)[N:19]=1. (2) Given the product [Br:1][C:2]1[CH:7]=[C:6]([C:8]([CH3:10])=[CH2:9])[CH:5]=[C:4]([CH3:12])[N:3]=1, predict the reactants needed to synthesize it. The reactants are: [Br:1][C:2]1[CH:7]=[C:6]([C:8](O)([CH3:10])[CH3:9])[CH:5]=[C:4]([CH3:12])[N:3]=1.O.C(=O)(O)[O-].[Na+].